Dataset: Reaction yield outcomes from USPTO patents with 853,638 reactions. Task: Predict the reaction yield, written as a fraction of the theoretical maximum amount of product (1.0 means a 100% yield; for example, 0.34 means a 34% yield). (1) The reactants are [Cl:1][C:2]1[CH:7]=[CH:6][C:5]([CH2:8][C:9]([O:11][CH3:12])=[O:10])=[CH:4][CH:3]=1.[CH2:13]=[O:14].Cl. The catalyst is CS(C)=O.C[O-].[Na+]. The product is [Cl:1][C:2]1[CH:3]=[CH:4][C:5]([CH:8]([CH2:13][OH:14])[C:9]([O:11][CH3:12])=[O:10])=[CH:6][CH:7]=1. The yield is 0.920. (2) The reactants are [Cl:1][C:2]1[CH:7]=[C:6]([C:8]([F:11])([F:10])[F:9])[N:5]=[C:4]([C:12]2[CH:17]=[CH:16][CH:15]=[CH:14][N:13]=2)[N:3]=1.[F:18][C:19]([F:29])([F:28])[O:20][C:21]1[CH:22]=[C:23]([CH:25]=[CH:26][CH:27]=1)[NH2:24].Cl. The catalyst is O.C(O)C. The product is [ClH:1].[F:18][C:19]([F:28])([F:29])[O:20][C:21]1[CH:22]=[C:23]([CH:25]=[CH:26][CH:27]=1)[NH:24][C:2]1[CH:7]=[C:6]([C:8]([F:11])([F:10])[F:9])[N:5]=[C:4]([C:12]2[CH:17]=[CH:16][CH:15]=[CH:14][N:13]=2)[N:3]=1. The yield is 0.590.